This data is from Reaction yield outcomes from USPTO patents with 853,638 reactions. The task is: Predict the reaction yield, written as a fraction of the theoretical maximum amount of product (1.0 means a 100% yield; for example, 0.34 means a 34% yield). (1) The reactants are [Br:1][C:2]1[CH:3]=[C:4]([C:19]([NH2:21])=[O:20])[C:5]2[NH:6][C:7]3[C:12]([C:13]=2[CH:14]=1)=[CH:11][CH:10]=[C:9]([C:15]([OH:18])([CH3:17])[CH3:16])[CH:8]=3.[CH:22]1([CH2:25]Br)[CH2:24][CH2:23]1.C([O-])([O-])=O.[K+].[K+]. The catalyst is CC(C)=O. The product is [Br:1][C:2]1[CH:3]=[C:4]([C:19]([NH2:21])=[O:20])[C:5]2[N:6]([CH2:25][CH:22]3[CH2:24][CH2:23]3)[C:7]3[C:12]([C:13]=2[CH:14]=1)=[CH:11][CH:10]=[C:9]([C:15]([OH:18])([CH3:17])[CH3:16])[CH:8]=3. The yield is 0.580. (2) The reactants are [NH2:1][C:2]1[C:7]([NH2:8])=[C:6]([O:9][C:10]2[CH:15]=[CH:14][C:13]([NH:16]C(=O)OC(C)(C)C)=[CH:12][CH:11]=2)[CH:5]=[CH:4][N:3]=1.[C:24](OCC)(=[O:30])[C:25](OCC)=[O:26]. No catalyst specified. The product is [NH2:16][C:13]1[CH:12]=[CH:11][C:10]([O:9][C:6]2[C:7]3[NH:8][C:25](=[O:26])[C:24](=[O:30])[NH:1][C:2]=3[N:3]=[CH:4][CH:5]=2)=[CH:15][CH:14]=1. The yield is 0.250. (3) The reactants are [Cl:1][C:2]1[CH:3]=[CH:4][C:5]([S:9][CH3:10])=[C:6]([NH2:8])[CH:7]=1.[CH3:11][C:12]1[O:16][C:15]([S:17](Cl)(=[O:19])=[O:18])=[CH:14][CH:13]=1. No catalyst specified. The product is [Cl:1][C:2]1[CH:3]=[CH:4][C:5]([S:9][CH3:10])=[C:6]([NH:8][S:17]([C:15]2[O:16][C:12]([CH3:11])=[CH:13][CH:14]=2)(=[O:19])=[O:18])[CH:7]=1. The yield is 0.480.